Dataset: Experimentally validated miRNA-target interactions with 360,000+ pairs, plus equal number of negative samples. Task: Binary Classification. Given a miRNA mature sequence and a target amino acid sequence, predict their likelihood of interaction. (1) The miRNA is hsa-miR-5001-3p with sequence UUCUGCCUCUGUCCAGGUCCUU. The protein sequence of the target gene is MGAGALAICQSKAAVRLKEDMKKIVAVPLNEQKDFTYQKLFGVSLQELERQGLTENGIPAVVWNIVEYLTQHGLTQEGLFRVNGNVKVVEQLRLKFESGVPVELGKDGDVCSAASLLKLFLRELPDSLITSALQPRFIQLFQDGRNDVQESSLRDLIKELPDTHYCLLKYLCQFLTKVAKHHVQNRMNVHNLATVFGPNCFHVPPGLEGMKEQDLCNKIMAKILENYNTLFEVEYTENDHLRCENLARLIIVKEVYYKNSLPILLTRGLERDMPKPPPKTKIPKSRSEGSIQAHRVLQPE.... Result: 0 (no interaction). (2) The miRNA is hsa-miR-888-3p with sequence GACUGACACCUCUUUGGGUGAA. The protein sequence of the target gene is MFLTAVNPQPLSTPSWQIETKYSTKVLTGNWMEERRKFTRDTDKTPQSIYRKEYIPFPDHRPDQISRWYGKRKVEGLPYKHLITHHQEPPHRYLISTYDDHYNRHGYNPGLPPLRTWNGQKLLWLPEKSDFPLLAPPTNYGLYEQLKQRQLTPKAGLKQSTYTSSYPRPPLCAMSWREHAVPVPPHRLHPFPHF. Result: 0 (no interaction). (3) The miRNA is hsa-miR-7150 with sequence CUGGCAGGGGGAGAGGUA. The protein sequence of the target gene is MTSEHTMLTGVTDGFFCCLLGTPPNAVRPLESVESSDGYTFVEVKPGRVLRVKHAGPAPIPTPPPPPPEDDPGVKTGLVRCQRRITVYRNGRLVVENLGRAPRADLQGRSGSGDPPAALEVELAEPAGGDTRANPGSGRRRRPRRPKRTIHIDCEQRITSCKGAQADVVLFFIHGVGGSLAIWKEQLDFFVRLGYEVVAPDLAGHGASSAPQVAAAYTFYALAEDMRAIFTRYAKKRNVLIGHSYGVSFCTFLAHEYPDLVHKVIMINGGGPTALEPSLCSIFNMPTCVLHCLSPCLAWS.... Result: 0 (no interaction). (4) The miRNA is hsa-miR-6770-3p with sequence CUGGCGGCUGUGUCUUCACAG. The protein sequence of the target gene is MLYSPGPSLPESAESLDGSQEDKPRGSCAEPTFTDTGMVAHINNSRLKAKGVGQHDNAQNFGNQSFEELRAACLRKGELFEDPLFPAEPSSLGFKDLGPNSKNVQNISWQRPKDIINNPLFIMDGISPTDICQGILGDCWLLAAIGSLTTCPKLLYRVVPRGQSFKKNYAGIFHFQIWQFGQWVNVVVDDRLPTKNDKLVFVHSTERSEFWSALLEKAYAKLSGSYEALSGGSTMEGLEDFTGGVAQSFQLQRPPQNLLRLLRKAVERSSLMGCSIEVTSDSELESMTDKMLVRGHAYSV.... Result: 0 (no interaction). (5) The miRNA is hsa-miR-6720-5p with sequence UUCCAGCCCUGGUAGGCGCCGCG. The protein sequence of the target gene is MRRGPRSLRGRDAPAPTPCVPAECFDLLVRHCVACGLLRTPRPKPAGASSPAPRTALQPQESVGAGAGEAALPLPGLLFGAPALLGLALVLALVLVGLVSWRRRQRRLRGASSAEAPDGDKDAPEPLDKVIILSPGISDATAPAWPPPGEDPGTTPPGHSVPVPATELGSTELVTTKTAGPEQQ. Result: 1 (interaction). (6) The miRNA is hsa-miR-655-3p with sequence AUAAUACAUGGUUAACCUCUUU. The protein sequence of the target gene is MDLENKVKKMGLGHEQGFGAPCLKCKEKCEGFELHFWRKICRNCKCGQEEHDVLLSNEEDRKVGKLFEDTKYTTLIAKLKSDGIPMYKRNVMILTNPVAAKKNVSINTVTYEWAPPVQNQALARQYMQMLPKEKQPVAGSEGAQYRKKQLAKQLPAHDQDPSKCHELSPREVKEMEQFVKKYKSEALGVGDVKLPCEMDAQGPKQMNIPGGDRSTPAAVGAMEDKSAEHKRTQYSCYCCKLSMKEGDPAIYAERAGYDKLWHPACFVCSTCHELLVDMIYFWKNEKLYCGRHYCDSEKPR.... Result: 0 (no interaction). (7) The miRNA is hsa-miR-4738-3p with sequence UGAAACUGGAGCGCCUGGAGGA. The protein sequence of the target gene is MAHEMIGTQIVTERLVALLESGTEKVLLIDSRPFVEYNTSHILEAININCSKLMKRRLQQDKVLITELIQHSAKHKVDIDCSQKVVVYDQSSQDVASLSSDCFLTVLLGKLEKSFNSVHLLAGGFAEFSRCFPGLCEGKSTLVPTCISQPCLPVANIGPTRILPNLYLGCQRDVLNKELMQQNGIGYVLNASNTCPKPDFIPESHFLRVPVNDSFCEKILPWLDKSVDFIEKAKASNGCVLVHCLAGISRSATIAIAYIMKRMDMSLDEAYRFVKEKRPTISPNFNFLGQLLDYEKKIKN.... Result: 1 (interaction).